This data is from Peptide-MHC class I binding affinity with 185,985 pairs from IEDB/IMGT. The task is: Regression. Given a peptide amino acid sequence and an MHC pseudo amino acid sequence, predict their binding affinity value. This is MHC class I binding data. (1) The peptide sequence is PLRNDGNRF. The MHC is HLA-A31:01 with pseudo-sequence HLA-A31:01. The binding affinity (normalized) is 0.0847. (2) The peptide sequence is RLSDPRFSQ. The MHC is HLA-A02:16 with pseudo-sequence HLA-A02:16. The binding affinity (normalized) is 0.204. (3) The peptide sequence is AKYEICLEK. The MHC is HLA-A02:01 with pseudo-sequence HLA-A02:01. The binding affinity (normalized) is 0.0847. (4) The peptide sequence is NQATTKTTF. The MHC is HLA-B27:05 with pseudo-sequence HLA-B27:05. The binding affinity (normalized) is 0.0847. (5) The peptide sequence is KSDGTGTIY. The MHC is HLA-A29:02 with pseudo-sequence HLA-A29:02. The binding affinity (normalized) is 0.196. (6) The peptide sequence is KLEYLAPSY. The MHC is HLA-B15:09 with pseudo-sequence HLA-B15:09. The binding affinity (normalized) is 0.0847. (7) The peptide sequence is KRIRLKHIF. The MHC is HLA-B48:01 with pseudo-sequence HLA-B48:01. The binding affinity (normalized) is 0.0847. (8) The peptide sequence is GYLEGTRTL. The MHC is HLA-B08:01 with pseudo-sequence HLA-B08:01. The binding affinity (normalized) is 0.0847.